This data is from Catalyst prediction with 721,799 reactions and 888 catalyst types from USPTO. The task is: Predict which catalyst facilitates the given reaction. (1) Reactant: [F:1][CH:2]([F:28])[O:3][C:4]1[CH:9]=[C:8]([CH:10]2[CH2:15][CH2:14][NH:13][CH2:12][CH2:11]2)[CH:7]=[CH:6][C:5]=1[N:16]([CH3:27])[C:17]1[N:22]=[CH:21][C:20]2[N:23]=[CH:24][N:25]([CH3:26])[C:19]=2[CH:18]=1.C(N(CC)CC)C.[CH3:36][S:37](Cl)(=[O:39])=[O:38]. Product: [F:28][CH:2]([F:1])[O:3][C:4]1[CH:9]=[C:8]([CH:10]2[CH2:15][CH2:14][N:13]([S:37]([CH3:36])(=[O:39])=[O:38])[CH2:12][CH2:11]2)[CH:7]=[CH:6][C:5]=1[N:16]([CH3:27])[C:17]1[N:22]=[CH:21][C:20]2[N:23]=[CH:24][N:25]([CH3:26])[C:19]=2[CH:18]=1. The catalyst class is: 2. (2) Reactant: N1C(C)=CC=CC=1C.[CH3:9][N:10]1[C@@H:14]([CH3:15])[C@@H:13]([C:16]2[CH:21]=[CH:20][CH:19]=[CH:18][CH:17]=2)[NH:12][C:11]1=[O:22].Br[CH2:24][C:25](Br)=[O:26].C(=O)(O)[O-].[Na+].[Cl:33][C:34]1[CH:35]=[C:36]([CH:51]=[CH:52][C:53]=1[Cl:54])[O:37][CH:38]1[CH2:43][CH2:42][N:41]([CH2:44][CH:45]2[CH2:50][CH2:49][NH:48][CH2:47][CH2:46]2)[CH2:40][CH2:39]1. Product: [Cl:33][C:34]1[CH:35]=[C:36]([CH:51]=[CH:52][C:53]=1[Cl:54])[O:37][CH:38]1[CH2:39][CH2:40][N:41]([CH2:44][CH:45]2[CH2:46][CH2:47][N:48]([CH2:24][C:25]([N:12]3[C@H:13]([C:16]4[CH:17]=[CH:18][CH:19]=[CH:20][CH:21]=4)[C@H:14]([CH3:15])[N:10]([CH3:9])[C:11]3=[O:22])=[O:26])[CH2:49][CH2:50]2)[CH2:42][CH2:43]1. The catalyst class is: 30. (3) Reactant: [C:1]([O:5][C:6]([N:8]([C:16]1[C:21]([F:22])=[CH:20][CH:19]=[C:18](B2OC(C)(C)C(C)(C)O2)[C:17]=1[CH3:32])[C:9](=[O:15])[O:10][C:11]([CH3:14])([CH3:13])[CH3:12])=[O:7])([CH3:4])([CH3:3])[CH3:2].[OH-:33].[Na+].OO.Cl. Product: [C:11]([O:10][C:9]([N:8]([C:16]1[C:21]([F:22])=[CH:20][CH:19]=[C:18]([OH:33])[C:17]=1[CH3:32])[C:6](=[O:7])[O:5][C:1]([CH3:3])([CH3:2])[CH3:4])=[O:15])([CH3:13])([CH3:14])[CH3:12]. The catalyst class is: 1. (4) Reactant: [F:1][C:2]([F:31])([F:30])[C@@:3]([C:19]1[CH:24]=[CH:23][C:22]([N:25]2[CH:29]=[CH:28][CH:27]=[N:26]2)=[CH:21][CH:20]=1)(O)[CH2:4][C:5]1[NH:6][CH:7]=[C:8]([CH2:10][C:11]2([C:14]([F:17])([F:16])[F:15])[CH2:13][CH2:12]2)[N:9]=1.C(OC(=O)C)(=O)C.[OH-].[Na+]. Product: [F:31][C:2]([F:1])([F:30])/[C:3](/[C:19]1[CH:20]=[CH:21][C:22]([N:25]2[CH:29]=[CH:28][CH:27]=[N:26]2)=[CH:23][CH:24]=1)=[CH:4]\[C:5]1[NH:6][CH:7]=[C:8]([CH2:10][C:11]2([C:14]([F:15])([F:16])[F:17])[CH2:12][CH2:13]2)[N:9]=1. The catalyst class is: 15.